Dataset: Full USPTO retrosynthesis dataset with 1.9M reactions from patents (1976-2016). Task: Predict the reactants needed to synthesize the given product. (1) Given the product [C:48]([N:5]1[CH2:6][CH:7]=[C:8]([C:11]2[CH:16]=[CH:15][C:14]([NH:17][C:18]([N:20]3[CH2:28][C:27]4[CH:26]=[CH:25][N:24]=[CH:23][C:22]=4[CH2:21]3)=[O:19])=[CH:13][CH:12]=2)[CH2:9][CH2:10]1)(=[O:53])[C:45]1[CH:46]=[CH:47][CH:42]=[CH:43][CH:44]=1, predict the reactants needed to synthesize it. The reactants are: C(Cl)(=O)C.[NH:5]1[CH2:10][CH:9]=[C:8]([C:11]2[CH:16]=[CH:15][C:14]([NH:17][C:18]([N:20]3[CH2:28][C:27]4[CH:26]=[CH:25][N:24]=[CH:23][C:22]=4[CH2:21]3)=[O:19])=[CH:13][CH:12]=2)[CH2:7][CH2:6]1.NC1C=C2C(=CC=1)CN(C(N[C:42]1[CH:47]=[CH:46][C:45]([C:48](=[O:53])NCCC)=[CH:44][CH:43]=1)=O)C2. (2) Given the product [NH2:63][C@@:62]([C:60]1[S:61][C:57]([C:54]2[CH:55]=[CH:56][C:51]([S:50][C:46]3[CH:47]=[CH:48][CH:49]=[C:44]([O:43][CH2:36][C:37]4[CH:38]=[CH:39][CH:40]=[CH:41][CH:42]=4)[CH:45]=3)=[CH:52][C:53]=2[Cl:77])=[N:58][N:59]=1)([CH3:76])[CH2:66][OH:65], predict the reactants needed to synthesize it. The reactants are: N[C@@](C1SC(C2C=CC(SC3C=CC=C(OCC4C=CC=CC=4)C=3)=C(C(F)(F)F)C=2)=NN=1)(C)CO.[CH2:36]([O:43][C:44]1[CH:45]=[C:46]([S:50][C:51]2[CH:56]=[CH:55][C:54]([C:57]3[S:61][C:60]([C@@:62]4([CH3:76])[CH2:66][O:65]C(C)(C)[N:63]4C(OC(C)(C)C)=O)=[N:59][N:58]=3)=[C:53]([Cl:77])[CH:52]=2)[CH:47]=[CH:48][CH:49]=1)[C:37]1[CH:42]=[CH:41][CH:40]=[CH:39][CH:38]=1.C(O)(C(F)(F)F)=O.